From a dataset of Full USPTO retrosynthesis dataset with 1.9M reactions from patents (1976-2016). Predict the reactants needed to synthesize the given product. (1) Given the product [F:1][C:2]1[CH:3]=[C:4]([CH:46]=[C:47]([F:49])[CH:48]=1)[CH2:5][C:6]1[CH:7]=[C:8]2[C:12](=[CH:13][CH:14]=1)[NH:11][N:10]=[C:9]2[NH:34][C:35](=[O:45])[C:36]1[CH:41]=[C:40]([CH:42]=[O:43])[CH:39]=[CH:38][C:37]=1[F:44], predict the reactants needed to synthesize it. The reactants are: [F:1][C:2]1[CH:3]=[C:4]([CH:46]=[C:47]([F:49])[CH:48]=1)[CH2:5][C:6]1[CH:7]=[C:8]2[C:12](=[CH:13][CH:14]=1)[N:11](C(C1C=CC=CC=1)(C1C=CC=CC=1)C1C=CC=CC=1)[N:10]=[C:9]2[NH:34][C:35](=[O:45])[C:36]1[CH:41]=[C:40]([CH:42]=[O:43])[CH:39]=[CH:38][C:37]=1[F:44].Cl. (2) Given the product [CH2:19]([N:6]([CH2:1][CH2:2][CH:3]([CH3:5])[CH3:4])[C:7](=[O:13])[O:8][C:9]([CH3:11])([CH3:10])[CH3:12])[CH3:20], predict the reactants needed to synthesize it. The reactants are: [CH2:1]([NH:6][C:7](=[O:13])[O:8][C:9]([CH3:12])([CH3:11])[CH3:10])[CH2:2][CH:3]([CH3:5])[CH3:4].[H-].[Na+].[H][H].I[CH2:19][CH3:20].